Dataset: Full USPTO retrosynthesis dataset with 1.9M reactions from patents (1976-2016). Task: Predict the reactants needed to synthesize the given product. Given the product [CH2:1]([O:8][C:9]1[CH:17]=[C:16]([O:18][CH2:19][C:20]2[CH:25]=[CH:24][CH:23]=[CH:22][CH:21]=2)[C:15]([CH:26]([CH3:27])[CH3:28])=[CH:14][C:10]=1[C:11]([NH:47][C:44]1[CH:43]=[CH:42][C:41]([N:40]2[CH2:35][CH2:36][O:37][CH2:38][CH2:39]2)=[CH:46][CH:45]=1)=[O:12])[C:2]1[CH:7]=[CH:6][CH:5]=[CH:4][CH:3]=1, predict the reactants needed to synthesize it. The reactants are: [CH2:1]([O:8][C:9]1[CH:17]=[C:16]([O:18][CH2:19][C:20]2[CH:25]=[CH:24][CH:23]=[CH:22][CH:21]=2)[C:15]([CH:26]([CH3:28])[CH3:27])=[CH:14][C:10]=1[C:11](O)=[O:12])[C:2]1[CH:7]=[CH:6][CH:5]=[CH:4][CH:3]=1.C(Cl)(=O)C(Cl)=O.[CH2:35]1[N:40]([C:41]2[CH:46]=[CH:45][C:44]([NH2:47])=[CH:43][CH:42]=2)[CH2:39][CH2:38][O:37][CH2:36]1.C(=O)([O-])O.[Na+].